Dataset: Forward reaction prediction with 1.9M reactions from USPTO patents (1976-2016). Task: Predict the product of the given reaction. (1) Given the reactants [CH2:1]([O:3][C:4]([C:6]1[C:11]([OH:12])=[CH:10][CH:9]=[CH:8][N:7]=1)=[O:5])[CH3:2].CCN(CC)CC.[O:20](S(C(F)(F)F)(=O)=O)[S:21]([C:24]([F:27])([F:26])[F:25])(=O)=[O:22].O, predict the reaction product. The product is: [CH2:1]([O:3][C:4]([C:6]1[C:11]([O:12][S:21]([C:24]([F:27])([F:26])[F:25])(=[O:22])=[O:20])=[CH:10][CH:9]=[CH:8][N:7]=1)=[O:5])[CH3:2]. (2) Given the reactants Cl[CH2:2][O:3][CH2:4][CH2:5][Si:6]([CH3:9])([CH3:8])[CH3:7].[H-].[Na+].[Br:12][C:13]1[NH:14][C:15]([Br:22])=[C:16]([C:18]([O:20][CH3:21])=[O:19])[N:17]=1.O, predict the reaction product. The product is: [Br:12][C:13]1[N:14]([CH2:2][O:3][CH2:4][CH2:5][Si:6]([CH3:9])([CH3:8])[CH3:7])[C:15]([Br:22])=[C:16]([C:18]([O:20][CH3:21])=[O:19])[N:17]=1. (3) Given the reactants [NH2:1][C:2]1[CH:7]=[CH:6][C:5]([C:8]([OH:17])([C:13]([F:16])([F:15])[F:14])[C:9]([F:12])([F:11])[F:10])=[CH:4][CH:3]=1.[CH3:18][C:19]([CH3:23])([OH:22])[C:20]#[N:21], predict the reaction product. The product is: [OH2:17].[C:8]([OH:17])([C:13]([F:16])([F:15])[F:14])=[O:22].[CH3:18][C:19]([NH:1][C:2]1[CH:3]=[CH:4][C:5]([C:8]([OH:17])([C:9]([F:10])([F:11])[F:12])[C:13]([F:14])([F:15])[F:16])=[CH:6][CH:7]=1)([CH3:23])[C:20]#[N:21].